Dataset: Forward reaction prediction with 1.9M reactions from USPTO patents (1976-2016). Task: Predict the product of the given reaction. (1) Given the reactants CO[CH:3]1[CH2:7][CH2:6][CH:5](OC)O1.[NH2:10][C:11]1[CH:12]=[C:13]([C:21]([O:23][CH3:24])=[O:22])[CH:14]=[C:15]([CH:20]=1)[C:16]([O:18][CH3:19])=[O:17], predict the reaction product. The product is: [N:10]1([C:11]2[CH:20]=[C:15]([C:16]([O:18][CH3:19])=[O:17])[CH:14]=[C:13]([CH:12]=2)[C:21]([O:23][CH3:24])=[O:22])[CH:3]=[CH:7][CH:6]=[CH:5]1. (2) The product is: [NH2:1][C:2]1[N:6]([CH:7]2[CH2:12][CH2:11][CH2:10][N:9]([C:34](=[O:35])/[CH:33]=[CH:32]/[CH2:31][N:30]([CH3:37])[CH3:29])[CH2:8]2)[N:5]=[C:4]([C:13]2[CH:14]=[CH:15][C:16]([O:19][C:20]3[CH:25]=[CH:24][CH:23]=[CH:22][CH:21]=3)=[CH:17][CH:18]=2)[C:3]=1[C:26]([NH2:28])=[O:27]. Given the reactants [NH2:1][C:2]1[N:6]([CH:7]2[CH2:12][CH2:11][CH2:10][NH:9][CH2:8]2)[N:5]=[C:4]([C:13]2[CH:18]=[CH:17][C:16]([O:19][C:20]3[CH:25]=[CH:24][CH:23]=[CH:22][CH:21]=3)=[CH:15][CH:14]=2)[C:3]=1[C:26]([NH2:28])=[O:27].[CH3:29][N:30]([CH3:37])[CH2:31]/[CH:32]=[CH:33]/[C:34](O)=[O:35].CN(C(ON1N=NC2C=CC=NC1=2)=[N+](C)C)C.F[P-](F)(F)(F)(F)F.CCN(C(C)C)C(C)C, predict the reaction product. (3) The product is: [OH:1][CH2:2][CH2:3][CH2:4][CH2:5][NH:6][S:7]([C:10]1[CH:15]=[CH:14][C:13]([C:22]2[CH:23]=[CH:24][C:19]([F:18])=[CH:20][CH:21]=2)=[C:12]([CH3:17])[CH:11]=1)(=[O:9])=[O:8]. Given the reactants [OH:1][CH2:2][CH2:3][CH2:4][CH2:5][NH:6][S:7]([C:10]1[CH:15]=[CH:14][C:13](Br)=[C:12]([CH3:17])[CH:11]=1)(=[O:9])=[O:8].[F:18][C:19]1[CH:24]=[CH:23][C:22](B(O)O)=[CH:21][CH:20]=1, predict the reaction product. (4) Given the reactants O[CH2:2][CH2:3][CH2:4][C:5]1[CH:12]=[CH:11][C:8]([C:9]#[N:10])=[CH:7][CH:6]=1.CCN(CC)CC.CS(Cl)(=O)=O.Cl.[Na+].[I-:27], predict the reaction product. The product is: [I:27][CH2:2][CH2:3][CH2:4][C:5]1[CH:12]=[CH:11][C:8]([C:9]#[N:10])=[CH:7][CH:6]=1. (5) The product is: [CH2:7]([NH:25][CH2:26][CH2:27][CH2:28][CH2:29][OH:30])[CH2:8][CH2:9][CH2:10][CH2:11][CH2:12][CH2:13][CH2:14][CH2:15][CH2:16][CH2:17][CH2:18][CH2:19][CH2:20][CH2:21][CH2:22][CH2:23][CH3:24]. Given the reactants [H-].[H-].[H-].[H-].[Li+].[Al+3].[CH2:7]([NH:25][C:26](=O)[CH2:27][CH2:28][C:29](O)=[O:30])[CH2:8][CH2:9][CH2:10][CH2:11][CH2:12][CH2:13][CH2:14][CH2:15][CH2:16][CH2:17][CH2:18][CH2:19][CH2:20][CH2:21][CH2:22][CH2:23][CH3:24], predict the reaction product.